From a dataset of Forward reaction prediction with 1.9M reactions from USPTO patents (1976-2016). Predict the product of the given reaction. Given the reactants [CH3:1][N:2]([CH3:31])[C:3]1[N:8]=[C:7]([O:9][CH3:10])[C:6]([C:11]2[C:24]3[C:19](=[CH:20][C:21]([O:27][CH2:28][CH3:29])=[C:22]([O:25][CH3:26])[CH:23]=3)[C@@H:18]3[C@@H:13]([CH2:14][CH2:15][C@@H:16]([OH:30])[CH2:17]3)[N:12]=2)=[CH:5][N:4]=1.[C:32]([OH:39])(=[O:38])/[CH:33]=[CH:34]/[C:35]([OH:37])=[O:36], predict the reaction product. The product is: [C:32]([OH:39])(=[O:38])/[CH:33]=[CH:34]/[C:35]([OH:37])=[O:36].[CH3:31][N:2]([CH3:1])[C:3]1[N:8]=[C:7]([O:9][CH3:10])[C:6]([C:11]2[C:24]3[C:19](=[CH:20][C:21]([O:27][CH2:28][CH3:29])=[C:22]([O:25][CH3:26])[CH:23]=3)[C@@H:18]3[C@@H:13]([CH2:14][CH2:15][C@@H:16]([OH:30])[CH2:17]3)[N:12]=2)=[CH:5][N:4]=1.